From a dataset of NCI-60 drug combinations with 297,098 pairs across 59 cell lines. Regression. Given two drug SMILES strings and cell line genomic features, predict the synergy score measuring deviation from expected non-interaction effect. Drug 1: CC1=C(C(=CC=C1)Cl)NC(=O)C2=CN=C(S2)NC3=CC(=NC(=N3)C)N4CCN(CC4)CCO. Drug 2: CN(C(=O)NC(C=O)C(C(C(CO)O)O)O)N=O. Cell line: ACHN. Synergy scores: CSS=19.0, Synergy_ZIP=-3.75, Synergy_Bliss=-0.846, Synergy_Loewe=-16.4, Synergy_HSA=-1.50.